This data is from Reaction yield outcomes from USPTO patents with 853,638 reactions. The task is: Predict the reaction yield, written as a fraction of the theoretical maximum amount of product (1.0 means a 100% yield; for example, 0.34 means a 34% yield). (1) The reactants are [C:1]([O:5][C:6](=[O:16])[NH:7][C:8]1[CH:13]=[CH:12][C:11]([F:14])=[C:10]([F:15])[CH:9]=1)([CH3:4])([CH3:3])[CH3:2].[H-].[Na+].[CH2:19](I)[CH:20]=[CH2:21]. The catalyst is CN(C=O)C.CCOC(C)=O. The product is [C:1]([O:5][C:6](=[O:16])[N:7]([CH2:21][CH:20]=[CH2:19])[C:8]1[CH:13]=[CH:12][C:11]([F:14])=[C:10]([F:15])[CH:9]=1)([CH3:4])([CH3:2])[CH3:3]. The yield is 0.750. (2) The reactants are [C:1]([N:5]1[CH:9]=[C:8]([NH:10][C:11]([NH:13][C:14]2[CH:19]=[C:18]([C:20]3[C:31](=[O:32])[N:30]([CH:33]([CH3:35])[CH3:34])[C:23]4[N:24]=[C:25](SC)[N:26]=[CH:27][C:22]=4[CH:21]=3)[CH:17]=[CH:16][C:15]=2[F:36])=[O:12])[CH:7]=[N:6]1)([CH3:4])([CH3:3])[CH3:2].[CH3:37][NH2:38]. The catalyst is C1COCC1. The product is [C:1]([N:5]1[CH:9]=[C:8]([NH:10][C:11]([NH:13][C:14]2[CH:19]=[C:18]([C:20]3[C:31](=[O:32])[N:30]([CH:33]([CH3:35])[CH3:34])[C:23]4[N:24]=[C:25]([NH:38][CH3:37])[N:26]=[CH:27][C:22]=4[CH:21]=3)[CH:17]=[CH:16][C:15]=2[F:36])=[O:12])[CH:7]=[N:6]1)([CH3:4])([CH3:3])[CH3:2]. The yield is 0.620. (3) The reactants are [CH3:1][O:2][CH2:3][C@@H:4]([NH2:6])[CH3:5].C(N(C(C)C)C(C)C)C.[Br:16][C:17]1[CH:22]=[CH:21][C:20]([S:23](Cl)(=[O:25])=[O:24])=[CH:19][CH:18]=1.O. The catalyst is C(Cl)Cl. The product is [Br:16][C:17]1[CH:22]=[CH:21][C:20]([S:23]([NH:6][C@@H:4]([CH3:5])[CH2:3][O:2][CH3:1])(=[O:25])=[O:24])=[CH:19][CH:18]=1. The yield is 0.940. (4) The reactants are Br[C:2]1[CH:3]=[C:4]([NH:9][C:10](=[O:22])[C:11]2[CH:16]=[CH:15][N:14]=[C:13]([C:17]([C:20]#[N:21])([CH3:19])[CH3:18])[CH:12]=2)[CH:5]=[N:6][C:7]=1[CH3:8].C([O-])(=O)C.[K+].[CH3:28][C:29]1([CH3:45])[C:33]([CH3:35])([CH3:34])[O:32][B:31]([B:31]2[O:32][C:33]([CH3:35])([CH3:34])[C:29]([CH3:45])([CH3:28])[O:30]2)[O:30]1. The catalyst is O1CCOCC1. The product is [C:20]([C:17]([C:13]1[CH:12]=[C:11]([CH:16]=[CH:15][N:14]=1)[C:10]([NH:9][C:4]1[CH:5]=[N:6][C:7]([CH3:8])=[C:2]([B:31]2[O:32][C:33]([CH3:35])([CH3:34])[C:29]([CH3:45])([CH3:28])[O:30]2)[CH:3]=1)=[O:22])([CH3:19])[CH3:18])#[N:21]. The yield is 0.820. (5) The reactants are [OH:1][C:2]1[CH:7]=[CH:6][C:5]([Cl:8])=[CH:4][C:3]=1[S:9]([N:12]1[CH2:16][CH2:15][CH2:14][CH2:13]1)(=[O:11])=[O:10].[OH2:17].Cl[C:19](Cl)(Cl)[C:20]([CH3:23])(O)[CH3:21].[OH-:26].[Na+]. The catalyst is CC(C)=O. The product is [Cl:8][C:5]1[CH:6]=[CH:7][C:2]([O:1][C:20]([CH3:23])([CH3:21])[C:19]([OH:26])=[O:17])=[C:3]([S:9]([N:12]2[CH2:13][CH2:14][CH2:15][CH2:16]2)(=[O:11])=[O:10])[CH:4]=1. The yield is 0.270. (6) The reactants are Br[C:2]1[CH:7]=[CH:6][C:5]([N:8]2[C:12](=[O:13])[NH:11][N:10]=[C:9]2[CH2:14][C@@H:15]2[CH2:19][CH2:18][N:17]([C:20]([O:22][C:23]([CH3:26])([CH3:25])[CH3:24])=[O:21])[CH2:16]2)=[CH:4][CH:3]=1.CC1(C)C(C)(C)OB([C:35]2[CH:36]=[CH:37][C:38]3[O:42][CH:41]=[CH:40][C:39]=3[CH:43]=2)O1.C(=O)(O)[O-].[Na+]. The catalyst is O1CCOCC1.O.C(OCC)(=O)C. The product is [O:42]1[C:38]2[CH:37]=[CH:36][C:35]([C:2]3[CH:7]=[CH:6][C:5]([N:8]4[C:12](=[O:13])[NH:11][N:10]=[C:9]4[CH2:14][C@@H:15]4[CH2:19][CH2:18][N:17]([C:20]([O:22][C:23]([CH3:26])([CH3:25])[CH3:24])=[O:21])[CH2:16]4)=[CH:4][CH:3]=3)=[CH:43][C:39]=2[CH:40]=[CH:41]1. The yield is 0.960. (7) The reactants are Br[C:2]1[CH:7]=[CH:6][C:5]([OH:8])=[CH:4][C:3]=1[Cl:9].[CH3:10][S:11]([O-:13])=[O:12].[Na+].CNCCNC. The catalyst is CS(C)=O. The product is [Cl:9][C:3]1[CH:4]=[C:5]([OH:8])[CH:6]=[CH:7][C:2]=1[S:11]([CH3:10])(=[O:13])=[O:12]. The yield is 0.152. (8) The reactants are [F:1][C:2]1[CH:7]=[CH:6][C:5]([OH:8])=[CH:4][CH:3]=1.C1(P(C2C=CC=CC=2)C2C=CC=CC=2)C=CC=CC=1.[C:28]([N:35]1[CH2:40][CH2:39][CH:38]([CH2:41]O)[CH2:37][CH2:36]1)([O:30][C:31]([CH3:34])([CH3:33])[CH3:32])=[O:29].CCOC(/N=N/C(OCC)=O)=O. The catalyst is C1COCC1. The product is [F:1][C:2]1[CH:7]=[CH:6][C:5]([O:8][CH2:41][CH:38]2[CH2:39][CH2:40][N:35]([C:28]([O:30][C:31]([CH3:32])([CH3:34])[CH3:33])=[O:29])[CH2:36][CH2:37]2)=[CH:4][CH:3]=1. The yield is 0.750. (9) The reactants are [O:1]=[S:2]1(=[O:23])[CH2:7][CH2:6][N:5]([CH2:8][CH2:9][NH:10][S:11]([C:14]2[CH:19]=[CH:18][CH:17]=[CH:16][C:15]=2[N+:20]([O-:22])=[O:21])(=[O:13])=[O:12])[CH2:4][CH2:3]1.C(=O)([O-])[O-].[Cs+].[Cs+].Br[CH2:31][CH2:32][O:33][Si:34]([C:37]([CH3:40])([CH3:39])[CH3:38])([CH3:36])[CH3:35].C(OCC)(=O)C. The catalyst is CN(C=O)C.O. The product is [Si:34]([O:33][CH2:32][CH2:31][N:10]([CH2:9][CH2:8][N:5]1[CH2:6][CH2:7][S:2](=[O:1])(=[O:23])[CH2:3][CH2:4]1)[S:11]([C:14]1[CH:19]=[CH:18][CH:17]=[CH:16][C:15]=1[N+:20]([O-:22])=[O:21])(=[O:12])=[O:13])([C:37]([CH3:40])([CH3:39])[CH3:38])([CH3:36])[CH3:35]. The yield is 0.980. (10) The reactants are [NH2:1][CH:2]1[CH2:5][N:4]([C@H:6]2[CH2:11][CH2:10][C@H:9]([CH2:12][NH:13][C:14]3[C:19]([N+:20]([O-:22])=[O:21])=[CH:18][N:17]=[C:16]([NH:23][CH2:24][C:25]4[CH:30]=[CH:29][CH:28]=[CH:27][C:26]=4[O:31][C:32]([F:35])([F:34])[F:33])[N:15]=3)[CH2:8][CH2:7]2)[CH2:3]1.[C:36](O)(=[O:43])[C:37]1[CH:42]=[CH:41][CH:40]=[CH:39][CH:38]=1.N=C=N.C1N=CN(C(N2C=NC=C2)=O)C=1.C(N(CC)CC)C. The catalyst is C1COCC1. The product is [N+:20]([C:19]1[C:14]([NH:13][CH2:12][C@H:9]2[CH2:10][CH2:11][C@H:6]([N:4]3[CH2:5][CH:2]([NH:1][C:36](=[O:43])[C:37]4[CH:42]=[CH:41][CH:40]=[CH:39][CH:38]=4)[CH2:3]3)[CH2:7][CH2:8]2)=[N:15][C:16]([NH:23][CH2:24][C:25]2[CH:30]=[CH:29][CH:28]=[CH:27][C:26]=2[O:31][C:32]([F:34])([F:35])[F:33])=[N:17][CH:18]=1)([O-:22])=[O:21]. The yield is 0.740.